Dataset: Catalyst prediction with 721,799 reactions and 888 catalyst types from USPTO. Task: Predict which catalyst facilitates the given reaction. (1) Reactant: [Br:1][C:2]1[CH:3]=[CH:4][C:5]([O:15][CH3:16])=[C:6]([C:8]2[N:13]=[C:12](O)[CH:11]=[CH:10][N:9]=2)[CH:7]=1.CN(C)C1C=CC=CC=1.P(Cl)(Cl)([Cl:28])=O. Product: [Br:1][C:2]1[CH:3]=[CH:4][C:5]([O:15][CH3:16])=[C:6]([C:8]2[N:13]=[C:12]([Cl:28])[CH:11]=[CH:10][N:9]=2)[CH:7]=1. The catalyst class is: 11. (2) Reactant: [C:1]1([CH:7]2[CH2:12][CH2:11][N:10]([C:13]([C:15]3[CH:23]=[C:22]4[C:18]([C:19]([CH:24]=O)=[CH:20][NH:21]4)=[CH:17][CH:16]=3)=[O:14])[CH2:9][CH2:8]2)[CH:6]=[CH:5][CH:4]=[CH:3][CH:2]=1.[CH:26]([N:29]1[CH2:34][CH2:33][NH:32][CH2:31][CH2:30]1)([CH3:28])[CH3:27].C(O[BH-](OC(=O)C)OC(=O)C)(=O)C. Product: [CH:26]1([N:29]2[CH2:34][CH2:33][N:32]([CH2:24][C:19]3[C:18]4[C:22](=[CH:23][C:15]([C:13]([N:10]5[CH2:11][CH2:12][CH:7]([C:1]6[CH:6]=[CH:5][CH:4]=[CH:3][CH:2]=6)[CH2:8][CH2:9]5)=[O:14])=[CH:16][CH:17]=4)[NH:21][CH:20]=3)[CH2:31][CH2:30]2)[CH2:28][CH2:27]1. The catalyst class is: 3. (3) Reactant: [Cl:1][C:2]1[CH:3]=[C:4]([C:12]2[O:16][N:15]=[C:14]([C:17]3[C:27]4[O:26][CH2:25][CH2:24][N:23](C(OC(C)(C)C)=O)[CH2:22][C:21]=4[CH:20]=[CH:19][CH:18]=3)[N:13]=2)[CH:5]=[CH:6][C:7]=1[O:8][CH:9]([CH3:11])[CH3:10].Cl. Product: [ClH:1].[Cl:1][C:2]1[CH:3]=[C:4]([C:12]2[O:16][N:15]=[C:14]([C:17]3[C:27]4[O:26][CH2:25][CH2:24][NH:23][CH2:22][C:21]=4[CH:20]=[CH:19][CH:18]=3)[N:13]=2)[CH:5]=[CH:6][C:7]=1[O:8][CH:9]([CH3:11])[CH3:10]. The catalyst class is: 12. (4) Reactant: Cl[CH2:2][C:3]1[NH:8][C:7](=[O:9])[NH:6][C:5](=[O:10])[CH:4]=1.[CH3:11][S:12]([O-:14])=[O:13].[Na+]. Product: [CH3:11][S:12]([CH2:2][C:3]1[NH:8][C:7](=[O:9])[NH:6][C:5](=[O:10])[CH:4]=1)(=[O:14])=[O:13]. The catalyst class is: 3. (5) Reactant: [Cl-].[C:2]([C@H:5]1[CH2:10][CH2:9][NH2+:8][CH2:7][C@H:6]1[CH3:11])([OH:4])=[O:3].[CH3:12][C:13]([O:16][C:17](O[C:17]([O:16][C:13]([CH3:15])([CH3:14])[CH3:12])=[O:18])=[O:18])([CH3:15])[CH3:14].[OH-].[Na+]. Product: [C:13]([O:16][C:17]([N:8]1[CH2:9][CH2:10][C@H:5]([C:2]([OH:4])=[O:3])[C@H:6]([CH3:11])[CH2:7]1)=[O:18])([CH3:15])([CH3:14])[CH3:12]. The catalyst class is: 6. (6) Reactant: [CH3:1][C:2]1[CH:9]=[CH:8][CH:7]=[CH:6][C:3]=1[CH2:4]Cl.[CH2:10]1[O:20][C:13]2([CH2:18][CH2:17][C:16](=[O:19])[CH2:15][CH2:14]2)[O:12][CH2:11]1. Product: [CH3:1][C:2]1[CH:9]=[CH:8][CH:7]=[CH:6][C:3]=1[CH2:4][C:16]1([OH:19])[CH2:17][CH2:18][C:13]2([O:20][CH2:10][CH2:11][O:12]2)[CH2:14][CH2:15]1. The catalyst class is: 1. (7) Reactant: [Cl:1][C:2]1[CH:7]=[CH:6][C:5]([S:8]([NH:11][C@H:12]([C:15]2[CH:20]=[CH:19][CH:18]=[CH:17][CH:16]=2)[CH2:13][CH3:14])(=[O:10])=[O:9])=[CH:4][CH:3]=1.[F:21][C:22]1[CH:23]=[C:24]([CH:27]=[CH:28][C:29]=1[O:30][CH3:31])[CH2:25]Br.C(=O)([O-])[O-].[Cs+].[Cs+].O. Product: [Cl:1][C:2]1[CH:7]=[CH:6][C:5]([S:8]([N:11]([CH2:25][C:24]2[CH:27]=[CH:28][C:29]([O:30][CH3:31])=[C:22]([F:21])[CH:23]=2)[C@H:12]([C:15]2[CH:16]=[CH:17][CH:18]=[CH:19][CH:20]=2)[CH2:13][CH3:14])(=[O:10])=[O:9])=[CH:4][CH:3]=1. The catalyst class is: 39.